From a dataset of Catalyst prediction with 721,799 reactions and 888 catalyst types from USPTO. Predict which catalyst facilitates the given reaction. (1) Reactant: [CH3:1][O:2][C:3](=[O:27])[CH:4]([C:8]1[C:9](Cl)=[N:10][C:11]([N:20]2[CH2:25][CH2:24][CH2:23][CH2:22][CH2:21]2)=[N:12][C:13]=1[C:14]1[CH:19]=[CH:18][CH:17]=[CH:16][CH:15]=1)[CH2:5][CH2:6][CH3:7].B(O)(O)[C:29]1[CH:30]=[CH:31][C:32](C)=[CH:33][CH:34]=1.[CH:38](N(CC)C(C)C)(C)C. Product: [C:29]1([C:9]2[C:8]([CH:4]([CH2:5][CH2:6][CH3:7])[C:3]([O:2][CH3:1])=[O:27])=[C:13]([C:14]3[CH:19]=[CH:18][C:17]([CH3:38])=[CH:16][CH:15]=3)[N:12]=[C:11]([N:20]3[CH2:25][CH2:24][CH2:23][CH2:22][CH2:21]3)[N:10]=2)[CH:30]=[CH:31][CH:32]=[CH:33][CH:34]=1. The catalyst class is: 108. (2) Reactant: Cl[CH2:2][C:3]([NH:5][C:6]1[C:11]([CH3:12])=[CH:10][CH:9]=[CH:8][C:7]=1[OH:13])=[O:4].C(=O)([O-])[O-].[K+].[K+].[I-].[Na+].O. Product: [CH3:12][C:11]1[C:6]2[NH:5][C:3](=[O:4])[CH2:2][O:13][C:7]=2[CH:8]=[CH:9][CH:10]=1. The catalyst class is: 9.